This data is from Full USPTO retrosynthesis dataset with 1.9M reactions from patents (1976-2016). The task is: Predict the reactants needed to synthesize the given product. (1) Given the product [S:24]1[C:11]2[CH2:12][CH2:13][N:8]([C:6]([O:5][C:1]([CH3:4])([CH3:2])[CH3:3])=[O:7])[CH2:9][C:10]=2[CH:19]=[C:25]1[C:26]([O:28][CH2:29][CH3:30])=[O:27], predict the reactants needed to synthesize it. The reactants are: [C:1]([O:5][C:6]([N:8]1[CH2:13][CH2:12][CH2:11][CH2:10][CH2:9]1)=[O:7])([CH3:4])([CH3:3])[CH3:2].O=P(Cl)(Cl)Cl.[CH3:19]N(C=O)C.[SH:24][CH2:25][C:26]([O:28][CH2:29][CH3:30])=[O:27]. (2) Given the product [CH3:1][O:2][C:3]1[CH:20]=[CH:19][C:6]([CH2:7][NH:8][C:9]2[C:10]3[S:17][C:16]([C:21]4[CH:26]=[CH:25][CH:24]=[CH:23][CH:22]=4)=[CH:15][C:11]=3[N:12]=[CH:13][N:14]=2)=[CH:5][CH:4]=1, predict the reactants needed to synthesize it. The reactants are: [CH3:1][O:2][C:3]1[CH:20]=[CH:19][C:6]([CH2:7][NH:8][C:9]2[C:10]3[S:17][C:16](I)=[CH:15][C:11]=3[N:12]=[CH:13][N:14]=2)=[CH:5][CH:4]=1.[C:21]1(B(O)O)[CH:26]=[CH:25][CH:24]=[CH:23][CH:22]=1. (3) Given the product [F:32][C:33]1[CH:34]=[C:35]([N:40]2[C:45](=[O:46])[C:44]([CH2:47][CH2:48][CH:49]=[CH:2][CH2:3][CH:4]([CH3:6])[CH3:5])=[C:43]([C:51]3[CH:56]=[CH:55][C:54]([S:57]([CH3:60])(=[O:58])=[O:59])=[CH:53][CH:52]=3)[CH:42]=[N:41]2)[CH:36]=[CH:37][C:38]=1[F:39], predict the reactants needed to synthesize it. The reactants are: [Br-].[CH2:2]([P+](C1C=CC=CC=1)(C1C=CC=CC=1)C1C=CC=CC=1)[CH2:3][CH:4]([CH3:6])[CH3:5].CC(C)([O-])C.[K+].[F:32][C:33]1[CH:34]=[C:35]([N:40]2[C:45](=[O:46])[C:44]([CH2:47][CH2:48][CH:49]=O)=[C:43]([C:51]3[CH:56]=[CH:55][C:54]([S:57]([CH3:60])(=[O:59])=[O:58])=[CH:53][CH:52]=3)[CH:42]=[N:41]2)[CH:36]=[CH:37][C:38]=1[F:39]. (4) Given the product [F:1][C:2]1[CH:3]=[C:4]([CH:9]([CH3:14])[C:10]([O:12][CH3:13])=[O:11])[CH:5]=[CH:6][C:7]=1[C:20]1[CH:19]=[CH:18][CH:17]=[C:16]([OH:15])[CH:21]=1, predict the reactants needed to synthesize it. The reactants are: [F:1][C:2]1[CH:3]=[C:4]([CH:9]([CH3:14])[C:10]([O:12][CH3:13])=[O:11])[CH:5]=[CH:6][C:7]=1I.[OH:15][C:16]1[CH:17]=[C:18](B(O)O)[CH:19]=[CH:20][CH:21]=1. (5) Given the product [C:13]([C:17]1[CH:18]=[CH:19][C:20]([O:26][CH3:27])=[C:21]([CH:23]([CH2:31][CH2:30][CH2:29][Cl:28])[C:24]#[N:25])[CH:22]=1)([CH3:16])([CH3:14])[CH3:15], predict the reactants needed to synthesize it. The reactants are: C([Li])CCC.C(NC(C)C)(C)C.[C:13]([C:17]1[CH:18]=[CH:19][C:20]([O:26][CH3:27])=[C:21]([CH2:23][C:24]#[N:25])[CH:22]=1)([CH3:16])([CH3:15])[CH3:14].[Cl:28][CH2:29][CH2:30][CH2:31]I.C[Si](C)(C)[N-][Si](C)(C)C.[Li+].C([N-]C(C)C)(C)C.[Li+].[Cl-].[NH4+]. (6) Given the product [Cl:1][C:2]1[NH:10][C:9]2[C:8](=[O:14])[N:7]([CH2:32][CH2:31][CH2:30][C:28]3[O:27][N:26]=[C:25]([CH2:24][C:18]4[CH:23]=[CH:22][CH:21]=[CH:20][CH:19]=4)[N:29]=3)[C:6](=[O:15])[N:5]([CH2:16][CH3:17])[C:4]=2[N:3]=1, predict the reactants needed to synthesize it. The reactants are: [Cl:1][C:2]1[N:10](CC=C)[C:9]2[C:8](=[O:14])[NH:7][C:6](=[O:15])[N:5]([CH2:16][CH3:17])[C:4]=2[N:3]=1.[C:18]1([CH2:24][C:25]2[N:29]=[C:28]([CH2:30][CH2:31][CH2:32]O)[O:27][N:26]=2)[CH:23]=[CH:22][CH:21]=[CH:20][CH:19]=1.C1(P(C2C=CC=CC=2)C2C=CC=CC=2)C=CC=CC=1.C1C=CC(COC(/N=N/C(OCC2C=CC=CC=2)=O)=O)=CC=1.N1CCOCC1. (7) Given the product [C:1]([O:5][C@@H:6]([C@H:8]1[CH2:12][O:11][C:10](=[O:13])[N:9]1[C:19]1[C:20]([F:24])=[CH:21][N:22]=[C:17]([F:16])[N:18]=1)[CH3:7])([CH3:2])([CH3:3])[CH3:4], predict the reactants needed to synthesize it. The reactants are: [C:1]([O:5][C@@H:6]([C@H:8]1[CH2:12][O:11][C:10](=[O:13])[NH:9]1)[CH3:7])([CH3:4])([CH3:3])[CH3:2].[H-].[Na+].[F:16][C:17]1[N:22]=[C:21](F)[C:20]([F:24])=[CH:19][N:18]=1.CCOC(C)=O.CCCCCCC.